This data is from Full USPTO retrosynthesis dataset with 1.9M reactions from patents (1976-2016). The task is: Predict the reactants needed to synthesize the given product. (1) The reactants are: [CH:1](=O)[C:2]1[CH:7]=[CH:6][CH:5]=[CH:4][CH:3]=1.[C:9]([O-:12])(=[O:11])[CH3:10].[NH4+:13].C(O)(=O)CC(O)=O. Given the product [NH2:13][C@H:1]([CH2:10][C:9]([OH:12])=[O:11])[C:2]1[CH:7]=[CH:6][CH:5]=[CH:4][CH:3]=1, predict the reactants needed to synthesize it. (2) Given the product [C:5]([CH2:6][C:7]1[C:12]([C:13]([OH:14])=[O:27])=[CH:11][C:10]([C:15]([NH2:17])=[O:16])=[C:9]([O:18][CH3:19])[CH:8]=1)#[N:4], predict the reactants needed to synthesize it. The reactants are: [OH-].[Na+].O[N:4]=[C:5]1[C:13](=[O:14])[C:12]2[C:7](=[CH:8][C:9]([O:18][CH3:19])=[C:10]([C:15]([NH2:17])=[O:16])[CH:11]=2)[CH2:6]1.C1(C)C=CC(S(Cl)(=O)=[O:27])=CC=1. (3) Given the product [CH3:1][O:2][C:3]1[CH:4]=[C:5]2[C:9](=[CH:10][CH:11]=1)[NH:8][C:7](=[O:12])/[C:6]/2=[CH:13]\[C:15]1[NH:16][C:17]([CH3:35])=[C:18]([S:25]([C:28]2[CH:29]=[CH:30][C:31]([CH3:34])=[CH:32][CH:33]=2)(=[O:26])=[O:27])[C:19]=1[CH2:20][CH2:21][C:22]([OH:24])=[O:23], predict the reactants needed to synthesize it. The reactants are: [CH3:1][O:2][C:3]1[CH:4]=[C:5]2[C:9](=[CH:10][CH:11]=1)[NH:8][C:7](=[O:12])[CH2:6]2.[CH:13]([C:15]1[NH:16][C:17]([CH3:35])=[C:18]([S:25]([C:28]2[CH:33]=[CH:32][C:31]([CH3:34])=[CH:30][CH:29]=2)(=[O:27])=[O:26])[C:19]=1[CH2:20][CH2:21][C:22]([OH:24])=[O:23])=O. (4) Given the product [F:1][C:2]1[CH:10]=[CH:9][CH:8]=[C:7]2[C:3]=1[CH:4]=[CH:5][N:6]2[CH3:14], predict the reactants needed to synthesize it. The reactants are: [F:1][C:2]1[CH:10]=[CH:9][CH:8]=[C:7]2[C:3]=1[CH:4]=[CH:5][NH:6]2.[H-].[Na+].I[CH3:14]. (5) Given the product [CH3:22][O:23][C:24]([C:26]1[CH:31]=[CH:30][CH:29]=[C:28]([C:9]2[CH2:10][N:11]([C:14]([O:16][C:17]([CH3:18])([CH3:19])[CH3:20])=[O:15])[CH2:12][CH:13]=2)[N:27]=1)=[O:25], predict the reactants needed to synthesize it. The reactants are: CC1(C)C(C)(C)OB([C:9]2[CH2:10][N:11]([C:14]([O:16][C:17]([CH3:20])([CH3:19])[CH3:18])=[O:15])[CH2:12][CH:13]=2)O1.[CH3:22][O:23][C:24]([C:26]1[CH:31]=[CH:30][CH:29]=[C:28](Br)[N:27]=1)=[O:25].C(=O)([O-])[O-].[K+].[K+]. (6) Given the product [NH2:3][C:6]1[CH:15]=[C:14]2[C:9]([CH2:10][CH2:11][N:12]([C:16](=[O:18])[CH3:17])[CH2:13]2)=[CH:8][CH:7]=1, predict the reactants needed to synthesize it. The reactants are: [NH4+].[Cl-].[N+:3]([C:6]1[CH:15]=[C:14]2[C:9]([CH2:10][CH2:11][N:12]([C:16](=[O:18])[CH3:17])[CH2:13]2)=[CH:8][CH:7]=1)([O-])=O. (7) Given the product [Br:1][C:2]1[C:10]2[S:9][C:8]([CH2:11][O:12][C:19]3[CH:18]=[CH:17][CH:16]=[C:15]([C:14]([F:23])([F:22])[F:13])[CH:20]=3)=[CH:7][C:6]=2[CH:5]=[CH:4][CH:3]=1, predict the reactants needed to synthesize it. The reactants are: [Br:1][C:2]1[C:10]2[S:9][C:8]([CH2:11][OH:12])=[CH:7][C:6]=2[CH:5]=[CH:4][CH:3]=1.[F:13][C:14]([F:23])([F:22])[C:15]1[CH:16]=[C:17](O)[CH:18]=[CH:19][CH:20]=1.